This data is from Catalyst prediction with 721,799 reactions and 888 catalyst types from USPTO. The task is: Predict which catalyst facilitates the given reaction. (1) Reactant: [N+:1]([O-:4])(O)=[O:2].[CH:5]1[C:14]2[C:15]3[CH2:21][CH2:20][CH2:19][CH2:18][CH2:17][C:16]=3[N:12]3[C:13]=2[C:8]([CH2:9][CH2:10][CH2:11]3)=[CH:7][CH:6]=1.S(=O)(=O)(O)[OH:23]. Product: [N+:1]([C:6]1[CH:7]=[C:8]2[C:13]3=[C:14]([C:15]4[CH2:21][CH2:20][CH2:19][CH2:18][C:17](=[O:23])[C:16]=4[N:12]3[CH2:11][CH2:10][CH2:9]2)[CH:5]=1)([O-:4])=[O:2]. The catalyst class is: 6. (2) Reactant: O=[C:2]([C:9]1[CH:13]=[CH:12][O:11][CH:10]=1)[CH2:3][C:4]([O:6]CC)=O.[N+:14]([C:17]1[CH:22]=[CH:21][C:20]([NH:23][NH2:24])=[CH:19][CH:18]=1)([O-:16])=[O:15].Cl. Product: [O:11]1[CH:12]=[CH:13][C:9]([C:2]2[CH:3]=[C:4]([OH:6])[N:23]([C:20]3[CH:21]=[CH:22][C:17]([N+:14]([O-:16])=[O:15])=[CH:18][CH:19]=3)[N:24]=2)=[CH:10]1. The catalyst class is: 714. (3) Reactant: [Li+].C[Si]([N-][Si:7]([CH3:10])(C)C)(C)C.Br[CH2:12]/[CH:13]=[CH:14]\[CH2:15][CH3:16].CC=C[CH2:20][CH3:21].[NH:22]1[CH2:26][CH2:25][CH2:24][CH2:23]1.[Li+].[B-](CC)(CC)CC. Product: [SiH:7]([CH2:15][CH3:16])([CH2:20][CH3:21])[CH2:10][CH3:23].[NH:22]1[CH2:26][CH2:25][CH2:24][CH2:23]1.[CH3:12][CH:13]=[CH:14][CH2:15][CH3:16]. The catalyst class is: 76. (4) Reactant: [NH:1]1[C:9]2[C:4](=[CH:5][CH:6]=[CH:7][CH:8]=2)[C:3]([C:10]2[CH2:11][CH2:12][N:13](C(OC(C)(C)C)=O)[CH2:14][CH:15]=2)=[CH:2]1.[H-].[Na+].F[C:26]1[CH:31]=[CH:30][C:29]([N+:32]([O-:34])=[O:33])=[CH:28][CH:27]=1.C(O)(C(F)(F)F)=O. Product: [N+:32]([C:29]1[CH:30]=[CH:31][C:26]([N:1]2[C:9]3[C:4](=[CH:5][CH:6]=[CH:7][CH:8]=3)[C:3]([C:10]3[CH2:11][CH2:12][NH:13][CH2:14][CH:15]=3)=[CH:2]2)=[CH:27][CH:28]=1)([O-:34])=[O:33]. The catalyst class is: 85. (5) Reactant: [F:1][C:2]1[CH:8]=[CH:7][C:5]([NH2:6])=[CH:4][C:3]=1[O:9][CH3:10].[CH:11](=O)/[CH:12]=[CH:13]/[CH3:14].[NH4+].[OH-]. Product: [F:1][C:2]1[CH:8]=[C:7]2[C:5](=[CH:4][C:3]=1[O:9][CH3:10])[N:6]=[C:13]([CH3:14])[CH:12]=[CH:11]2. The catalyst class is: 33. (6) Reactant: [Si:1]([O:8][CH2:9][CH2:10][O:11][C:12]1[CH:13]=[CH:14][C:15]([CH2:27][OH:28])=[N:16][C:17]=1[N:18]1[CH2:23][CH2:22][N:21]([CH:24]([CH3:26])[CH3:25])[CH2:20][CH2:19]1)([C:4]([CH3:7])([CH3:6])[CH3:5])([CH3:3])[CH3:2].I(C1C=CC=CC=1C(O)=O)(=O)=O. Product: [Si:1]([O:8][CH2:9][CH2:10][O:11][C:12]1[CH:13]=[CH:14][C:15]([CH:27]=[O:28])=[N:16][C:17]=1[N:18]1[CH2:23][CH2:22][N:21]([CH:24]([CH3:25])[CH3:26])[CH2:20][CH2:19]1)([C:4]([CH3:6])([CH3:5])[CH3:7])([CH3:3])[CH3:2]. The catalyst class is: 26. (7) Reactant: [CH:1]1([CH2:7][N:8]2[CH:12]=[CH:11][C:10]([C:13]([O-:15])=[O:14])=[C:9]2[CH2:16]C)[CH2:6][CH2:5][CH2:4][CH2:3][CH2:2]1.[CH3:18][C:19](C1C=CN=C(C2C=C(C(C)(C)C)C=CN=2)C=1)(C)C.[B:38]1([B:38]2[O:42][C:41]([CH3:44])([CH3:43])[C:40]([CH3:46])([CH3:45])[O:39]2)[O:42][C:41]([CH3:44])([CH3:43])[C:40]([CH3:46])([CH3:45])[O:39]1. Product: [CH:1]1([CH2:7][N:8]2[C:12]([B:38]3[O:42][C:41]([CH3:44])([CH3:43])[C:40]([CH3:46])([CH3:45])[O:39]3)=[CH:11][C:10]([C:13]([O:15][CH2:18][CH3:19])=[O:14])=[C:9]2[CH3:16])[CH2:2][CH2:3][CH2:4][CH2:5][CH2:6]1. The catalyst class is: 1.